Dataset: Full USPTO retrosynthesis dataset with 1.9M reactions from patents (1976-2016). Task: Predict the reactants needed to synthesize the given product. (1) Given the product [NH2:8][C@H:9]1[C:13]2([CH2:16][CH2:15][CH2:14]2)[CH2:12][N:11]([C:17]([O:19][CH2:20][C:21]2[CH:26]=[CH:25][CH:24]=[CH:23][CH:22]=2)=[O:18])[CH2:10]1, predict the reactants needed to synthesize it. The reactants are: C(OC([NH:8][C@H:9]1[C:13]2([CH2:16][CH2:15][CH2:14]2)[CH2:12][N:11]([C:17]([O:19][CH2:20][C:21]2[CH:26]=[CH:25][CH:24]=[CH:23][CH:22]=2)=[O:18])[CH2:10]1)=O)(C)(C)C.Cl. (2) Given the product [C:7]1(=[O:13])[O:12][CH2:10][CH2:9][O:8]1.[C:1]1(=[O:6])[O:5][CH2:4][CH2:3][CH2:2]1, predict the reactants needed to synthesize it. The reactants are: [C:1]1(=[O:6])[O:5][CH2:4][CH2:3][CH2:2]1.[C:7]1(=[O:13])[O:12][CH:10](C)[CH2:9][O:8]1.